This data is from Forward reaction prediction with 1.9M reactions from USPTO patents (1976-2016). The task is: Predict the product of the given reaction. (1) Given the reactants [NH2:1][C:2]1[CH:7]=[CH:6][C:5]([S:8]([NH:11][C:12]2[S:13][C:14]([CH3:17])=[N:15][N:16]=2)(=[O:10])=[O:9])=[CH:4][CH:3]=1.Cl[C:19]([O:21][CH3:22])=[O:20], predict the reaction product. The product is: [CH3:17][C:14]1[S:13][C:12]([NH:11][S:8]([C:5]2[CH:6]=[CH:7][C:2]([NH:1][C:19](=[O:20])[O:21][CH3:22])=[CH:3][CH:4]=2)(=[O:10])=[O:9])=[N:16][N:15]=1. (2) Given the reactants [CH3:1][C:2]1[CH:7]=[C:6]([CH3:8])[CH:5]=[CH:4][C:3]=1[N:9]1[CH2:14][CH2:13][N:12]([C:15]([C:17]2[CH:22]=[CH:21][C:20]([N:23]3[CH2:27][CH2:26][NH:25][C:24]3=[O:28])=[CH:19][CH:18]=2)=[O:16])[CH2:11][CH2:10]1.[CH3:29]I, predict the reaction product. The product is: [CH3:1][C:2]1[CH:7]=[C:6]([CH3:8])[CH:5]=[CH:4][C:3]=1[N:9]1[CH2:14][CH2:13][N:12]([C:15]([C:17]2[CH:22]=[CH:21][C:20]([N:23]3[CH2:27][CH2:26][N:25]([CH3:29])[C:24]3=[O:28])=[CH:19][CH:18]=2)=[O:16])[CH2:11][CH2:10]1.